From a dataset of Forward reaction prediction with 1.9M reactions from USPTO patents (1976-2016). Predict the product of the given reaction. Given the reactants [C:1]([O:5][C:6]([NH:8][C@@H:9]([CH2:14][N:15]1[CH:19]=[C:18]([C:20]([F:23])([F:22])[F:21])[N:17]=[CH:16]1)[C:10](OC)=[O:11])=[O:7])([CH3:4])([CH3:3])[CH3:2].[BH4-].[Na+], predict the reaction product. The product is: [OH:11][CH2:10][C@@H:9]([NH:8][C:6](=[O:7])[O:5][C:1]([CH3:3])([CH3:2])[CH3:4])[CH2:14][N:15]1[CH:19]=[C:18]([C:20]([F:22])([F:23])[F:21])[N:17]=[CH:16]1.